Dataset: Full USPTO retrosynthesis dataset with 1.9M reactions from patents (1976-2016). Task: Predict the reactants needed to synthesize the given product. (1) Given the product [C:8](=[O:9])([O:22][CH2:21][CH2:20][O:19][C:14](=[O:18])[C:15]([CH3:17])=[CH2:16])[O:10][CH:11]([Cl:13])[CH3:12], predict the reactants needed to synthesize it. The reactants are: N1C=CC=CC=1.Cl[C:8]([O:10][CH:11]([Cl:13])[CH3:12])=[O:9].[C:14]([O:19][CH2:20][CH2:21][OH:22])(=[O:18])[C:15]([CH3:17])=[CH2:16]. (2) Given the product [OH:18][C:17]1[C:16]([CH:19]([CH3:21])[CH3:20])=[N:15][N:14]([CH2:22][CH2:23][CH:24]([CH3:26])[CH3:25])[C:13](=[O:27])[C:12]=1[C:4]1[NH:5][C:6]2[CH:11]=[CH:10][C:9]([N+:29]([O-:31])=[O:30])=[CH:8][C:7]=2[S:2](=[O:1])(=[O:28])[N:3]=1, predict the reactants needed to synthesize it. The reactants are: [O:1]=[S:2]1(=[O:28])[C:7]2[CH:8]=[CH:9][CH:10]=[CH:11][C:6]=2[NH:5][C:4]([C:12]2[C:13](=[O:27])[N:14]([CH2:22][CH2:23][CH:24]([CH3:26])[CH3:25])[NH:15][CH:16]([CH:19]([CH3:21])[CH3:20])[C:17]=2[OH:18])=[N:3]1.[N+:29]([O-])([OH:31])=[O:30]. (3) Given the product [CH3:1][N:2]([CH3:33])[CH:3]1[CH2:8][CH2:7][N:6]([C:9]2[N:14]3[C:15]([C:31]#[N:35])=[C:16]([CH2:18][N:19]([CH3:30])[C@@H:20]4[C:29]5[N:28]=[CH:27][CH:26]=[CH:25][C:24]=5[CH2:23][CH2:22][CH2:21]4)[N:17]=[C:13]3[CH:12]=[CH:11][CH:10]=2)[CH2:5][CH2:4]1, predict the reactants needed to synthesize it. The reactants are: [CH3:1][N:2]([CH3:33])[CH:3]1[CH2:8][CH2:7][N:6]([C:9]2[N:14]3[C:15]([CH2:31]O)=[C:16]([CH2:18][N:19]([CH3:30])[C@@H:20]4[C:29]5[N:28]=[CH:27][CH:26]=[CH:25][C:24]=5[CH2:23][CH2:22][CH2:21]4)[N:17]=[C:13]3[CH:12]=[CH:11][CH:10]=2)[CH2:5][CH2:4]1.Cl.[NH2:35]O. (4) Given the product [Br:30][C:31]1[CH:32]=[C:33]2[C:41]([C:6]3[CH:7]=[C:8]([CH2:11][S:12]([CH3:15])(=[O:13])=[O:14])[CH:9]=[CH:10][C:5]=3[O:4][C:3]3[CH:25]=[CH:26][C:27]([F:29])=[CH:28][C:2]=3[F:1])=[CH:40][N:39]([CH3:43])[C:34]2=[C:35]([O:37][CH3:38])[N:36]=1, predict the reactants needed to synthesize it. The reactants are: [F:1][C:2]1[CH:28]=[C:27]([F:29])[CH:26]=[CH:25][C:3]=1[O:4][C:5]1[CH:10]=[CH:9][C:8]([CH2:11][S:12]([CH3:15])(=[O:14])=[O:13])=[CH:7][C:6]=1B1OC(C)(C)C(C)(C)O1.[Br:30][C:31]1[CH:32]=[C:33]2[C:41](I)=[CH:40][N:39]([CH3:43])[C:34]2=[C:35]([O:37][CH3:38])[N:36]=1.P([O-])([O-])([O-])=O.[K+].[K+].[K+]. (5) Given the product [CH2:5]([P:3]([O:7][C:8]1[CH:13]=[CH:12][C:11]([P:14]([O:25][CH2:26][CH3:27])([CH2:16][P:17]([O:22][CH2:23][CH3:24])([O:19][CH2:20][CH3:21])=[O:18])=[O:15])=[CH:10][C:9]=1[C:28]([CH3:41])([CH3:40])[CH2:29][C:30]([OH:32])=[O:31])([CH2:1][CH3:2])=[O:4])[CH3:6], predict the reactants needed to synthesize it. The reactants are: [CH2:1]([P:3]([O:7][C:8]1[CH:13]=[CH:12][C:11]([P:14]([O:25][CH2:26][CH3:27])([CH2:16][P:17]([O:22][CH2:23][CH3:24])([O:19][CH2:20][CH3:21])=[O:18])=[O:15])=[CH:10][C:9]=1[C:28]([CH3:41])([CH3:40])[CH2:29][C:30]([O:32]CC1C=CC=CC=1)=[O:31])([CH2:5][CH3:6])=[O:4])[CH3:2]. (6) Given the product [CH3:69][N:71]1[CH2:75][CH2:74][CH2:73][CH2:72]1.[NH2:1][C@:2]([O:105][CH2:106][CH:107]=[CH2:108])([C:8]([NH:10][C@@H:11]([C:36]([NH:38][CH2:39][C:40]([NH:42][C@H:43]([C:52]([NH:54][C@@H:55]([C:57]([NH:59][C@H:60]([C:69]([NH:71][C@H:72]([C:85]([NH2:87])=[O:86])[CH2:73][CH2:74][CH2:75][NH:76][NH:77][C:78]([O:80][C:81]([CH3:84])([CH3:83])[CH3:82])=[O:79])=[O:70])[CH2:61][C:62](=[O:68])[O:63][C:64]([CH3:66])([CH3:65])[CH3:67])=[O:58])[CH3:56])=[O:53])[CH2:44][C:45](=[O:51])[O:46][C:47]([CH3:48])([CH3:49])[CH3:50])=[O:41])=[O:37])[CH2:12][C:13](=[O:35])[NH:14][NH:15][C:16]([C:23]1[CH:28]=[CH:27][CH:26]=[CH:25][CH:24]=1)([C:29]1[CH:30]=[CH:31][CH:32]=[CH:33][CH:34]=1)[C:17]1[CH:22]=[CH:21][CH:20]=[CH:19][CH:18]=1)=[O:9])[CH2:3][CH2:4][C:5](=[O:6])[OH:7], predict the reactants needed to synthesize it. The reactants are: [NH2:1][C@:2]([O:105][CH2:106][CH:107]=[CH2:108])([C:8]([NH:10][C@@H:11]([C:36]([NH:38][CH2:39][C:40]([NH:42][C@H:43]([C:52]([NH:54][C@@H:55]([C:57]([NH:59][C@H:60]([C:69]([NH:71][C@H:72]([C:85]([NH:87]C(OCC1C2C(=CC=CC=2)C2C1=CC=CC=2)=O)=[O:86])[CH2:73][CH2:74][CH2:75][NH:76][NH:77][C:78]([O:80][C:81]([CH3:84])([CH3:83])[CH3:82])=[O:79])=[O:70])[CH2:61][C:62](=[O:68])[O:63][C:64]([CH3:67])([CH3:66])[CH3:65])=[O:58])[CH3:56])=[O:53])[CH2:44][C:45](=[O:51])[O:46][C:47]([CH3:50])([CH3:49])[CH3:48])=[O:41])=[O:37])[CH2:12][C:13](=[O:35])[NH:14][NH:15][C:16]([C:29]1[CH:34]=[CH:33][CH:32]=[CH:31][CH:30]=1)([C:23]1[CH:28]=[CH:27][CH:26]=[CH:25][CH:24]=1)[C:17]1[CH:22]=[CH:21][CH:20]=[CH:19][CH:18]=1)=[O:9])[CH2:3][CH2:4][C:5](=[O:7])[OH:6]. (7) Given the product [C:1]1([S:7]([C:10]2[CH:11]=[CH:12][C:13]([CH2:16][NH:17][C:18]([N:38]3[CH2:39][C:35]4[CH:34]=[N:33][NH:32][C:36]=4[CH2:37]3)=[O:29])=[N:14][CH:15]=2)(=[O:8])=[O:9])[CH:2]=[CH:3][CH:4]=[CH:5][CH:6]=1, predict the reactants needed to synthesize it. The reactants are: [C:1]1([S:7]([C:10]2[CH:11]=[CH:12][C:13]([CH2:16][NH:17][C:18](=[O:29])OC3C=CC([N+]([O-])=O)=CC=3)=[N:14][CH:15]=2)(=[O:9])=[O:8])[CH:6]=[CH:5][CH:4]=[CH:3][CH:2]=1.Cl.Cl.[NH:32]1[C:36]2[CH2:37][NH:38][CH2:39][C:35]=2[CH:34]=[N:33]1.C(N(CC)CC)C.O.